From a dataset of Catalyst prediction with 721,799 reactions and 888 catalyst types from USPTO. Predict which catalyst facilitates the given reaction. (1) Reactant: [F:1][C:2]1[CH:9]=[CH:8][C:7]([O:10][CH3:11])=[CH:6][C:3]=1[CH:4]=[O:5].[B-](F)(F)(F)F.[B-](F)(F)(F)F.C1[N+]2(CCl)CC[N+](F)(CC2)C1.[I:33]I.O. Product: [F:1][C:2]1[CH:9]=[C:8]([I:33])[C:7]([O:10][CH3:11])=[CH:6][C:3]=1[CH:4]=[O:5]. The catalyst class is: 23. (2) Reactant: [NH2:1][C:2]1[N:3]([CH3:24])[C:4](=[O:23])[C:5]2([C:15]3[C:10](=[CH:11][CH:12]=[C:13](Br)[CH:14]=3)[O:9][CH:8]([C:17]3[CH:22]=[CH:21][CH:20]=[CH:19][CH:18]=3)[CH2:7]2)[N:6]=1.[CH3:25][N:26]([CH3:38])[C:27]([C:29]1[CH:34]=[CH:33][CH:32]=[CH:31][C:30]=1B(O)O)=[O:28]. Product: [NH2:1][C:2]1[N:3]([CH3:24])[C:4](=[O:23])[C:5]2([C:15]3[C:10](=[CH:11][CH:12]=[C:13]([C:34]4[CH:33]=[CH:32][CH:31]=[CH:30][C:29]=4[C:27]([N:26]([CH3:38])[CH3:25])=[O:28])[CH:14]=3)[O:9][CH:8]([C:17]3[CH:22]=[CH:21][CH:20]=[CH:19][CH:18]=3)[CH2:7]2)[N:6]=1. The catalyst class is: 806.